This data is from Forward reaction prediction with 1.9M reactions from USPTO patents (1976-2016). The task is: Predict the product of the given reaction. (1) Given the reactants Cl.[NH2:2][C:3]([CH3:8])([CH3:7])[C:4]#[C:5][CH3:6].[Cl:9][C:10]1[CH:11]=[C:12]([CH:21]=[C:22]([Cl:24])[CH:23]=1)[O:13][CH:14]([O:18][CH2:19][CH3:20])[C:15](O)=[O:16].ON1C2C=CC=CC=2N=N1.Cl.CN(C)CCCN=C=NCC, predict the reaction product. The product is: [Cl:9][C:10]1[CH:11]=[C:12]([CH:21]=[C:22]([Cl:24])[CH:23]=1)[O:13][CH:14]([O:18][CH2:19][CH3:20])[C:15]([NH:2][C:3]([CH3:8])([C:4]#[C:5][CH3:6])[CH3:7])=[O:16]. (2) The product is: [CH3:13][O:12][C:9]1[CH:8]=[CH:7][C:6]2[C:11](=[C:2]([B:18]([OH:19])[OH:17])[CH:3]=[CH:4][CH:5]=2)[N:10]=1. Given the reactants Br[C:2]1[CH:3]=[CH:4][CH:5]=[C:6]2[C:11]=1[N:10]=[C:9]([O:12][CH3:13])[CH:8]=[CH:7]2.C([O:17][B:18](OC(C)C)[O:19]C(C)C)(C)C.C([Li])CCC, predict the reaction product. (3) Given the reactants [CH2:1]([N:8]1[CH2:13][CH2:12][N:11]([CH:14]2[CH2:19][CH2:18][CH:17]([N:20]3C(=O)C4C(=CC=CC=4)C3=O)[CH2:16][CH2:15]2)[CH2:10][CH2:9]1)[C:2]1[CH:7]=[CH:6][CH:5]=[CH:4][CH:3]=1.NN.O, predict the reaction product. The product is: [CH2:1]([N:8]1[CH2:9][CH2:10][N:11]([CH:14]2[CH2:19][CH2:18][CH:17]([NH2:20])[CH2:16][CH2:15]2)[CH2:12][CH2:13]1)[C:2]1[CH:3]=[CH:4][CH:5]=[CH:6][CH:7]=1.